Dataset: Peptide-MHC class II binding affinity with 134,281 pairs from IEDB. Task: Regression. Given a peptide amino acid sequence and an MHC pseudo amino acid sequence, predict their binding affinity value. This is MHC class II binding data. (1) The peptide sequence is SQDLELSINLNGLQAY. The MHC is HLA-DQA10301-DQB10302 with pseudo-sequence HLA-DQA10301-DQB10302. The binding affinity (normalized) is 0.495. (2) The peptide sequence is AAKTAGTTVYGAFAA. The MHC is HLA-DQA10102-DQB10602 with pseudo-sequence HLA-DQA10102-DQB10602. The binding affinity (normalized) is 0.942.